From a dataset of Forward reaction prediction with 1.9M reactions from USPTO patents (1976-2016). Predict the product of the given reaction. (1) Given the reactants [F:1][C:2]([F:47])([F:46])[CH2:3][C:4]([N:6]([CH2:8][C@@:9]([N:36]([CH3:45])[C:37](=[O:44])[C:38]1[CH:43]=[CH:42][CH:41]=[CH:40][CH:39]=1)([C:28]1[CH:33]=[CH:32][C:31]([Cl:34])=[C:30]([Cl:35])[CH:29]=1)[CH2:10][CH2:11][N:12]1[CH2:17][CH2:16][C:15]2([C:26]3[C:21](=[CH:22][CH:23]=[CH:24][CH:25]=3)[CH2:20][C:19](=[O:27])[NH:18]2)[CH2:14][CH2:13]1)[CH3:7])=[O:5].Cl.O1CCOCC1, predict the reaction product. The product is: [ClH:34].[F:46][C:2]([F:1])([F:47])[CH2:3][C:4]([N:6]([CH2:8][C@@:9]([N:36]([CH3:45])[C:37](=[O:44])[C:38]1[CH:39]=[CH:40][CH:41]=[CH:42][CH:43]=1)([C:28]1[CH:33]=[CH:32][C:31]([Cl:34])=[C:30]([Cl:35])[CH:29]=1)[CH2:10][CH2:11][N:12]1[CH2:13][CH2:14][C:15]2([C:26]3[C:21](=[CH:22][CH:23]=[CH:24][CH:25]=3)[CH2:20][C:19](=[O:27])[NH:18]2)[CH2:16][CH2:17]1)[CH3:7])=[O:5]. (2) The product is: [I:24][C:9]1[S:8][C:7]2=[C:3]([S:2][CH3:1])[N:4]=[CH:5][N:6]2[CH:10]=1. Given the reactants [CH3:1][S:2][C:3]1[N:4]=[CH:5][N:6]2[CH:10]=[C:9]([Sn](CCCC)(CCCC)CCCC)[S:8][C:7]=12.[I:24]N1C(=O)CCC1=O.C(OCC)(=O)C, predict the reaction product.